Task: Predict the product of the given reaction.. Dataset: Forward reaction prediction with 1.9M reactions from USPTO patents (1976-2016) (1) Given the reactants [NH:1]1[CH2:6][CH2:5][NH:4][CH2:3][CH2:2]1.C([O-])([O-])=O.[K+].[K+].Cl[C:14]1[C:15]([O:20][CH2:21][CH2:22][O:23][C:24]2[CH:29]=[CH:28][CH:27]=[C:26]([Br:30])[CH:25]=2)=[N:16][CH:17]=[CH:18][N:19]=1, predict the reaction product. The product is: [N:1]1([C:14]2[C:15]([O:20][CH2:21][CH2:22][O:23][C:24]3[CH:29]=[CH:28][CH:27]=[C:26]([Br:30])[CH:25]=3)=[N:16][CH:17]=[CH:18][N:19]=2)[CH2:6][CH2:5][NH:4][CH2:3][CH2:2]1. (2) The product is: [NH2:8][C:6]1[N:7]=[C:2]([C:25]2[CH:24]=[CH:23][C:20]([C:21]#[N:22])=[C:19]([F:18])[CH:26]=2)[CH:3]=[C:4]([NH:9][CH2:10][C:11]2[CH:16]=[CH:15][CH:14]=[CH:13][C:12]=2[Cl:17])[N:5]=1. Given the reactants Cl[C:2]1[N:7]=[C:6]([NH2:8])[N:5]=[C:4]([NH:9][CH2:10][C:11]2[CH:16]=[CH:15][CH:14]=[CH:13][C:12]=2[Cl:17])[CH:3]=1.[F:18][C:19]1[CH:26]=[C:25](B2OC(C)(C)C(C)(C)O2)[CH:24]=[CH:23][C:20]=1[C:21]#[N:22].C([O-])(O)=O.[Na+].N#N, predict the reaction product.